From a dataset of Reaction yield outcomes from USPTO patents with 853,638 reactions. Predict the reaction yield, written as a fraction of the theoretical maximum amount of product (1.0 means a 100% yield; for example, 0.34 means a 34% yield). (1) The reactants are [CH:1]1([CH2:4][O:5][CH:6]2[CH2:11][CH2:10][NH:9][CH2:8][CH2:7]2)[CH2:3][CH2:2]1.N1([C:18]2[CH:19]=[CH:20][C:21]3[N:22]([C:24]([C:27]([F:30])([F:29])[F:28])=[N:25][N:26]=3)[N:23]=2)CCNCC1. No catalyst specified. The product is [CH:1]1([CH2:4][O:5][CH:6]2[CH2:11][CH2:10][N:9]([C:18]3[CH:19]=[CH:20][C:21]4[N:22]([C:24]([C:27]([F:28])([F:30])[F:29])=[N:25][N:26]=4)[N:23]=3)[CH2:8][CH2:7]2)[CH2:2][CH2:3]1. The yield is 0.690. (2) The reactants are [CH2:1]([O:8][C:9](=[O:49])[CH:10]([C:12]1[CH:17]=[CH:16][C:15]([C:18]2[CH:23]=[CH:22][C:21]([NH:24][C:25](=[O:47])[CH2:26][O:27][C:28]3[CH:46]=[CH:45][C:31]([C:32]([C:34]4[CH:44]=[CH:43][C:37]([O:38][CH2:39][C:40](O)=[O:41])=[CH:36][CH:35]=4)=[O:33])=[CH:30][CH:29]=3)=[CH:20][CH:19]=2)=[C:14]([F:48])[CH:13]=1)[CH3:11])[C:2]1[CH:7]=[CH:6][CH:5]=[CH:4][CH:3]=1.C(N(CC)CC)C.Cl.C(N=C=NCCCN(C)C)C.O.ON1C2C=CC=CC=2N=N1.[C:80]([NH:87][CH2:88][CH2:89][NH2:90])([O:82][C:83]([CH3:86])([CH3:85])[CH3:84])=[O:81]. The catalyst is C(Cl)Cl.C(Cl)(Cl)Cl. The product is [C:83]([O:82][C:80]([NH:87][CH2:88][CH2:89][NH:90][C:40](=[O:41])[CH2:39][O:38][C:37]1[CH:43]=[CH:44][C:34]([C:32]([C:31]2[CH:45]=[CH:46][C:28]([O:27][CH2:26][C:25]([NH:24][C:21]3[CH:22]=[CH:23][C:18]([C:15]4[CH:16]=[CH:17][C:12]([CH:10]([CH3:11])[C:9]([O:8][CH2:1][C:2]5[CH:3]=[CH:4][CH:5]=[CH:6][CH:7]=5)=[O:49])=[CH:13][C:14]=4[F:48])=[CH:19][CH:20]=3)=[O:47])=[CH:29][CH:30]=2)=[O:33])=[CH:35][CH:36]=1)=[O:81])([CH3:84])([CH3:85])[CH3:86]. The yield is 0.540. (3) The reactants are [N+:1]([C:4]1[C:13]2[CH2:12][CH2:11][CH2:10][CH2:9][C:8]=2[CH:7]=[CH:6][C:5]=1[OH:14])([O-:3])=[O:2].C(N(CC)CC)C.[F:22][C:23]([F:36])([F:35])[S:24](O[S:24]([C:23]([F:36])([F:35])[F:22])(=[O:26])=[O:25])(=[O:26])=[O:25]. The catalyst is ClCCl. The product is [O:14]([C:5]1[CH:6]=[CH:7][C:8]2[CH2:9][CH2:10][CH2:11][CH2:12][C:13]=2[C:4]=1[N+:1]([O-:3])=[O:2])[S:24]([C:23]([F:36])([F:35])[F:22])(=[O:26])=[O:25]. The yield is 0.890. (4) The reactants are [CH3:1][CH:2]1[C:6](=[O:7])[CH2:5][CH2:4][C:3]1=[O:8].[B-](F)(F)(F)[F:10].[B-](F)(F)(F)F.C1[N+]2(CCl)CC[N+](F)(CC2)C1. The catalyst is C(#N)C. The product is [F:10][C:2]1([CH3:1])[C:6](=[O:7])[CH2:5][CH2:4][C:3]1=[O:8]. The yield is 0.820. (5) The reactants are [Cl:1][C:2]1[CH:7]=[C:6]([C:8]2[N:9]=[C:10](O)[C:11]3[C:17]([O:18][CH3:19])=[CH:16][N:15]=[CH:14][C:12]=3[N:13]=2)[CH:5]=[CH:4][N:3]=1.C(N(CC)CC)C.C(C1C=C(C(C)C)C=C(C(C)C)C=1S(Cl)(=O)=O)(C)C.[C:47]([N:54]1[CH2:59][CH2:58][NH:57][CH2:56][CH2:55]1)([O:49][C:50]([CH3:53])([CH3:52])[CH3:51])=[O:48]. The product is [C:50]([O:49][C:47]([N:54]1[CH2:59][CH2:58][N:57]([C:10]2[C:11]3[C:17]([O:18][CH3:19])=[CH:16][N:15]=[CH:14][C:12]=3[N:13]=[C:8]([C:6]3[CH:5]=[CH:4][N:3]=[C:2]([Cl:1])[CH:7]=3)[N:9]=2)[CH2:56][CH2:55]1)=[O:48])([CH3:53])([CH3:51])[CH3:52]. The catalyst is CN(C1C=CN=CC=1)C.CC(N(C)C)=O.O. The yield is 0.240. (6) The reactants are FC(F)(F)S(O[C:7]1[C:11]2[C:12]3[N:13]([N:26]=[CH:27][N:28]=3)[C:14](=[O:25])[N:15]([CH2:16][C:17]3[CH:22]=[CH:21][C:20]([O:23][CH3:24])=[CH:19][CH:18]=3)[C:10]=2[S:9][CH:8]=1)(=O)=O.[B-](F)(F)(F)[CH:32]=[CH2:33].[K+].C(Cl)Cl.C(N(CC)CC)C. The catalyst is C(O)CCC.C1C=CC(P(C2C=CC=CC=2)[C-]2C=CC=C2)=CC=1.C1C=CC(P(C2C=CC=CC=2)[C-]2C=CC=C2)=CC=1.Cl[Pd]Cl.[Fe+2]. The product is [CH3:24][O:23][C:20]1[CH:21]=[CH:22][C:17]([CH2:16][N:15]2[C:10]3[S:9][CH:8]=[C:7]([CH:32]=[CH2:33])[C:11]=3[C:12]3=[N:28][CH:27]=[N:26][N:13]3[C:14]2=[O:25])=[CH:18][CH:19]=1. The yield is 0.690. (7) The reactants are [CH3:1][C:2]1[C:6]([C:7]([O:9][CH2:10][CH3:11])=[O:8])=[CH:5][NH:4][CH:3]=1.C(=O)([O-])[O-].[K+].[K+].[Cl:18][C:19]1[N:24]=C(Cl)[C:22]([F:26])=[CH:21][N:20]=1.C(#[N:29])C. The catalyst is C(OCC)(=O)C. The product is [Cl:18][C:19]1[N:24]=[C:3]([N:4]2[CH:5]=[C:6]([C:7]([O:9][CH2:10][CH3:11])=[O:8])[C:2]([CH3:1])=[N:29]2)[C:22]([F:26])=[CH:21][N:20]=1. The yield is 0.850.